The task is: Predict which catalyst facilitates the given reaction.. This data is from Catalyst prediction with 721,799 reactions and 888 catalyst types from USPTO. (1) Reactant: [C:1]1([C:7]2[C:15]3[C:10](=[N:11][CH:12]=[C:13]([NH:16][C:17](=[O:33])[C:18]4[C:23]([F:24])=[CH:22][CH:21]=[C:20]([NH:25][S:26]([CH2:29][CH2:30][CH3:31])(=[O:28])=[O:27])[C:19]=4[F:32])[CH:14]=3)[N:9](S(C3C=CC=CC=3)(=O)=O)[CH:8]=2)[CH2:6][CH2:5][CH2:4][CH2:3][CH:2]=1. Product: [C:1]1([C:7]2[C:15]3[C:10](=[N:11][CH:12]=[C:13]([NH:16][C:17](=[O:33])[C:18]4[C:23]([F:24])=[CH:22][CH:21]=[C:20]([NH:25][S:26]([CH2:29][CH2:30][CH3:31])(=[O:28])=[O:27])[C:19]=4[F:32])[CH:14]=3)[NH:9][CH:8]=2)[CH2:6][CH2:5][CH2:4][CH2:3][CH:2]=1. The catalyst class is: 5. (2) Reactant: [CH3:1][O:2][C:3]1[CH:8]=[CH:7][C:6]([CH2:9][NH2:10])=[CH:5][CH:4]=1.[OH-].[K+].[Cl:13][C:14]1[CH:19]=[C:18](Cl)[N:17]=[C:16]([CH3:21])[N:15]=1.C(OCC)(=O)C. Product: [Cl:13][C:14]1[N:15]=[C:16]([CH3:21])[N:17]=[C:18]([NH:10][CH2:9][C:6]2[CH:7]=[CH:8][C:3]([O:2][CH3:1])=[CH:4][CH:5]=2)[CH:19]=1. The catalyst class is: 3. (3) Reactant: [Cl:1][C:2]1[CH:7]=[CH:6][CH:5]=[CH:4][C:3]=1[C:8]1[C:17]([CH2:18][NH2:19])=[CH:16][C:15]2[C:10](=[CH:11][C:12]([F:20])=[CH:13][CH:14]=2)[N:9]=1.Cl[C:22]1[N:30]=[CH:29][N:28]=[C:27]2[C:23]=1[NH:24][CH:25]=[N:26]2.CCN(C(C)C)C(C)C. Product: [Cl:1][C:2]1[CH:7]=[CH:6][CH:5]=[CH:4][C:3]=1[C:8]1[C:17]([CH2:18][NH:19][C:22]2[N:30]=[CH:29][N:28]=[C:27]3[C:23]=2[N:24]=[CH:25][NH:26]3)=[CH:16][C:15]2[C:10](=[CH:11][C:12]([F:20])=[CH:13][CH:14]=2)[N:9]=1. The catalyst class is: 51. (4) Reactant: [CH3:1][N:2]1[CH2:6][CH2:5][NH:4][C:3]1=[O:7].[OH-].[K+].O1CCOCCOCCOCCOCCOCC1.C([O:30][C:31](=[O:44])[C:32]1[CH:37]=[CH:36][C:35]([C:38]([F:41])([F:40])[F:39])=[N:34][C:33]=1[CH2:42]Cl)C. Product: [CH3:1][N:2]1[CH2:6][CH2:5][N:4]([CH2:42][C:33]2[N:34]=[C:35]([C:38]([F:41])([F:39])[F:40])[CH:36]=[CH:37][C:32]=2[C:31]([OH:44])=[O:30])[C:3]1=[O:7]. The catalyst class is: 30. (5) Reactant: C([O:8][C:9]1[C:10]([F:25])=[C:11]2[C:15](=[CH:16][CH:17]=1)[N:14]([C:18]([O:20][C:21]([CH3:24])([CH3:23])[CH3:22])=[O:19])[CH:13]=[CH:12]2)C1C=CC=CC=1. Product: [C:21]([O:20][C:18]([N:14]1[C:15]2[C:11](=[C:10]([F:25])[C:9]([OH:8])=[CH:17][CH:16]=2)[CH2:12][CH2:13]1)=[O:19])([CH3:24])([CH3:22])[CH3:23]. The catalyst class is: 29. (6) Reactant: C(O)(=O)C.C(O)(=O)C.IC1C=CC=CC=1.[F:16][C:17]1[CH:22]=[C:21]([F:23])[CH:20]=[CH:19][C:18]=1[C:24]1[C:29]([F:30])=[CH:28][N:27]=[C:26]([NH:31][C:32]2[CH:37]=[C:36]([CH2:38][S:39][CH3:40])[CH:35]=[C:34]([F:41])[CH:33]=2)[N:25]=1.[N:42]#[C:43][NH2:44]. Product: [F:16][C:17]1[CH:22]=[C:21]([F:23])[CH:20]=[CH:19][C:18]=1[C:24]1[C:29]([F:30])=[CH:28][N:27]=[C:26]([NH:31][C:32]2[CH:37]=[C:36]([CH:35]=[C:34]([F:41])[CH:33]=2)[CH2:38][S:39](=[N:44][C:43]#[N:42])[CH3:40])[N:25]=1. The catalyst class is: 2.